This data is from Forward reaction prediction with 1.9M reactions from USPTO patents (1976-2016). The task is: Predict the product of the given reaction. (1) The product is: [Cl:17][CH2:18][CH2:19][CH2:20][CH:8]([C:5]1[CH:6]=[CH:7][C:2]([Cl:1])=[CH:3][C:4]=1[C:13]([F:14])([F:15])[F:16])[C:9]([O:11][CH3:12])=[O:10]. Given the reactants [Cl:1][C:2]1[CH:7]=[CH:6][C:5]([CH2:8][C:9]([O:11][CH3:12])=[O:10])=[C:4]([C:13]([F:16])([F:15])[F:14])[CH:3]=1.[Cl:17][CH2:18][CH2:19][CH2:20]I.[H-].[Na+].C(OCC)(=O)C, predict the reaction product. (2) The product is: [Br:1][C:2]1[CH:3]=[C:4]([I:19])[C:5]([NH2:11])=[N:6][C:7]=1[CH:8]1[CH2:9][CH2:10]1. Given the reactants [Br:1][C:2]1[CH:3]=[CH:4][C:5]([NH2:11])=[N:6][C:7]=1[CH:8]1[CH2:10][CH2:9]1.FC(F)(F)C(O)=O.[I:19]N1C(=O)CCC1=O, predict the reaction product. (3) Given the reactants CCN([CH:7]([CH3:9])[CH3:8])C(C)C.CN(C(ON1N=NC2C=C[CH:23]=[CH:24][C:19]1=2)=[N+](C)C)C.[B-](F)(F)(F)F.Cl.[O:33]=[C:34]1[NH:42][C:37]2=[N:38][CH:39]=[CH:40][CH:41]=[C:36]2[C:35]21[CH2:50][C:49]1[C:44](=[CH:45][CH:46]=[C:47]([NH:51][C:52]3[N:57]=[CH:56][N:55]=[C:54]([C:58]([OH:60])=O)[CH:53]=3)[CH:48]=1)[CH2:43]2.[CH3:61][N:62]([CH:64]=O)C, predict the reaction product. The product is: [CH:23]1([CH:64]([CH:8]2[CH2:7][CH2:9]2)[N:62]([CH3:61])[C:58]([C:54]2[CH:53]=[C:52]([NH:51][C:47]3[CH:48]=[C:49]4[C:44](=[CH:45][CH:46]=3)[CH2:43][C:35]3([C:36]5[C:37](=[N:38][CH:39]=[CH:40][CH:41]=5)[NH:42][C:34]3=[O:33])[CH2:50]4)[N:57]=[CH:56][N:55]=2)=[O:60])[CH2:24][CH2:19]1. (4) The product is: [F:16][C:15]1[CH:14]=[C:13]([C:17]([OH:20])([CH3:18])[CH3:19])[CH:12]=[C:11]([F:21])[C:10]=1[C:4]1[S:3][C:2]([NH:1][C:23]2[CH:28]=[CH:27][CH:26]=[C:25]([CH2:29][S:30]([CH3:33])(=[O:31])=[O:32])[N:24]=2)=[C:6]([C:7]([NH2:9])=[O:8])[CH:5]=1. Given the reactants [NH2:1][C:2]1[S:3][C:4]([C:10]2[C:15]([F:16])=[CH:14][C:13]([C:17]([OH:20])([CH3:19])[CH3:18])=[CH:12][C:11]=2[F:21])=[CH:5][C:6]=1[C:7]([NH2:9])=[O:8].Br[C:23]1[CH:28]=[CH:27][CH:26]=[C:25]([CH2:29][S:30]([CH3:33])(=[O:32])=[O:31])[N:24]=1, predict the reaction product. (5) The product is: [CH3:22][O:23][C:24]1[C:37]([O:38][CH3:39])=[CH:36][CH:35]=[CH:34][C:25]=1[O:26][C:27]1[C:32]([NH:33][C:4]([NH:40][C:41]2[S:42][CH:43]=[CH:44][N:45]=2)=[O:11])=[CH:31][CH:30]=[CH:29][N:28]=1. Given the reactants COC1C(OC)=CC=C[C:4]=1[OH:11].BrC1C([N+]([O-])=O)=CC=CN=1.[CH3:22][O:23][C:24]1[C:37]([O:38][CH3:39])=[CH:36][CH:35]=[CH:34][C:25]=1[O:26][C:27]1[C:32]([NH2:33])=[CH:31][CH:30]=[CH:29][N:28]=1.[NH2:40][C:41]1[S:42][CH:43]=[CH:44][N:45]=1, predict the reaction product. (6) The product is: [O:25]=[C:24]1[CH2:15][NH:14][CH2:13][CH2:12][N:11]1[CH2:10][CH2:9][C:6]1[N:7]=[CH:8][C:3]([C:1]#[N:2])=[CH:4][CH:5]=1. Given the reactants [C:1]([C:3]1[CH:4]=[CH:5][C:6]([CH2:9][CH2:10][NH:11][CH2:12][CH2:13][NH:14][C:15](=O)OC(C)(C)C)=[N:7][CH:8]=1)#[N:2].ClC[C:24](Cl)=[O:25].C(O)(C(F)(F)F)=O, predict the reaction product. (7) Given the reactants [CH2:1]([O:3][C:4](=[O:20])[C:5]([O:8][C:9]1[CH:14]=[CH:13][C:12]([CH:15]([NH2:18])[CH2:16][CH3:17])=[CH:11][C:10]=1[CH3:19])([CH3:7])[CH3:6])[CH3:2].[F:21][C:22]([F:39])([F:38])[C:23]1[CH:24]=[C:25]([C:29]2[CH:34]=[CH:33][C:32]([C:35](O)=[O:36])=[CH:31][CH:30]=2)[CH:26]=[CH:27][CH:28]=1, predict the reaction product. The product is: [CH2:1]([O:3][C:4](=[O:20])[C:5]([CH3:6])([O:8][C:9]1[CH:14]=[CH:13][C:12]([CH:15]([NH:18][C:35]([C:32]2[CH:31]=[CH:30][C:29]([C:25]3[CH:26]=[CH:27][CH:28]=[C:23]([C:22]([F:21])([F:38])[F:39])[CH:24]=3)=[CH:34][CH:33]=2)=[O:36])[CH2:16][CH3:17])=[CH:11][C:10]=1[CH3:19])[CH3:7])[CH3:2]. (8) Given the reactants [Br:1][C:2]1[CH:7]=[C:6]([CH3:8])[C:5]([N:9]2[C:13]3=[N:14][C:15]([CH3:27])=[CH:16][C:17]([N:18]4[CH2:23][CH2:22][CH:21]([CH2:24][CH2:25][OH:26])[CH2:20][CH2:19]4)=[C:12]3[C:11]([CH3:28])=[CH:10]2)=[C:4]([CH3:29])[CH:3]=1.[CH3:30][S:31](Cl)(=[O:33])=[O:32].N1C=CC=CC=1.O, predict the reaction product. The product is: [Br:1][C:2]1[CH:7]=[C:6]([CH3:8])[C:5]([N:9]2[C:13]3=[N:14][C:15]([CH3:27])=[CH:16][C:17]([N:18]4[CH2:19][CH2:20][CH:21]([CH2:24][CH2:25][O:26][S:31]([CH3:30])(=[O:33])=[O:32])[CH2:22][CH2:23]4)=[C:12]3[C:11]([CH3:28])=[CH:10]2)=[C:4]([CH3:29])[CH:3]=1.